Task: Predict the reaction yield, written as a fraction of the theoretical maximum amount of product (1.0 means a 100% yield; for example, 0.34 means a 34% yield).. Dataset: Reaction yield outcomes from USPTO patents with 853,638 reactions (1) The catalyst is O1CCOCC1.C1COCC1. The reactants are [ClH:1].[C:2]1([C:8]2[O:16][C:15]3[C:10](=[N:11][CH:12]=[CH:13][CH:14]=3)[C:9]=2[C:17]2[CH:22]=[CH:21][C:20]([C:23]3([NH:27]C(=O)OC(C)(C)C)[CH2:26][CH2:25][CH2:24]3)=[CH:19][CH:18]=2)[CH:7]=[CH:6][CH:5]=[CH:4][CH:3]=1.CCOCC. The product is [ClH:1].[ClH:1].[C:2]1([C:8]2[O:16][C:15]3[C:10](=[N:11][CH:12]=[CH:13][CH:14]=3)[C:9]=2[C:17]2[CH:18]=[CH:19][C:20]([C:23]3([NH2:27])[CH2:26][CH2:25][CH2:24]3)=[CH:21][CH:22]=2)[CH:3]=[CH:4][CH:5]=[CH:6][CH:7]=1. The yield is 0.890. (2) The reactants are Cl.[NH2:2][CH2:3][C:4]([CH3:7])([SH:6])[CH3:5].C(N(CC)CC)C.[C:15]1(=[O:22])[O:21][C:19](=[O:20])[CH2:18][CH2:17][CH2:16]1. The catalyst is ClCCl. The product is [CH3:5][C:4]([SH:6])([CH3:7])[CH2:3][NH:2][C:15]([CH2:16][CH2:17][CH2:18][C:19]([OH:21])=[O:20])=[O:22]. The yield is 0.720. (3) The reactants are C1C=CC(P(C2C(C3C(P(C4C=CC=CC=4)C4C=CC=CC=4)=CC=C4C=3C=CC=C4)=C3C(C=CC=C3)=CC=2)C2C=CC=CC=2)=CC=1.[C:47]([O:51][C:52]([N:54]1[CH2:59][CH2:58][N:57]([C:60]2[C:65]([CH:66]3[CH2:68][CH2:67]3)=[C:64](Cl)[N:63]=[CH:62][N:61]=2)[CH2:56][CH2:55]1)=[O:53])([CH3:50])([CH3:49])[CH3:48].[C:70](=[NH:83])([C:77]1[CH:82]=[CH:81][CH:80]=[CH:79][CH:78]=1)[C:71]1[CH:76]=[CH:75][CH:74]=[CH:73][CH:72]=1.C1(C)C=CC=CC=1. The catalyst is CCOC(C)=O.CC([O-])=O.CC([O-])=O.[Pd+2]. The product is [C:47]([O:51][C:52]([N:54]1[CH2:59][CH2:58][N:57]([C:60]2[C:65]([CH:66]3[CH2:68][CH2:67]3)=[C:64]([N:83]=[C:70]([C:71]3[CH:76]=[CH:75][CH:74]=[CH:73][CH:72]=3)[C:77]3[CH:82]=[CH:81][CH:80]=[CH:79][CH:78]=3)[N:63]=[CH:62][N:61]=2)[CH2:56][CH2:55]1)=[O:53])([CH3:50])([CH3:49])[CH3:48]. The yield is 0.890. (4) The reactants are [F:1][C:2]1[CH:3]=[C:4]([NH:30][C:31](=[O:46])[CH2:32][C:33]([NH:35][C:36]2[CH:41]=[CH:40][CH:39]=[C:38]([S:42]([CH3:45])(=[O:44])=[O:43])[CH:37]=2)=[O:34])[CH:5]=[CH:6][C:7]=1[O:8][C:9]1[CH:14]=[CH:13][N:12]=[C:11]2[CH:15]=[C:16]([C:18]3[CH:23]=[CH:22][C:21]([CH2:24][NH:25][CH2:26][CH2:27][O:28][CH3:29])=[CH:20][N:19]=3)[S:17][C:10]=12.[C:47](OC(=O)C)(=[O:49])[CH3:48]. No catalyst specified. The product is [F:1][C:2]1[CH:3]=[C:4]([NH:30][C:31](=[O:46])[CH2:32][C:33]([NH:35][C:36]2[CH:41]=[CH:40][CH:39]=[C:38]([S:42]([CH3:45])(=[O:43])=[O:44])[CH:37]=2)=[O:34])[CH:5]=[CH:6][C:7]=1[O:8][C:9]1[CH:14]=[CH:13][N:12]=[C:11]2[CH:15]=[C:16]([C:18]3[CH:23]=[CH:22][C:21]([CH2:24][N:25]([CH2:26][CH2:27][O:28][CH3:29])[C:47](=[O:49])[CH3:48])=[CH:20][N:19]=3)[S:17][C:10]=12. The yield is 0.325. (5) The reactants are Br[C:2]1[CH:3]=[C:4]([CH:8]([NH:14][C:15]([C@@H:17]2[CH2:22][CH2:21][CH2:20][N:19]([C:23](=[O:39])[CH2:24][CH2:25][CH:26]3[CH2:31][CH2:30][N:29]([C:32]([O:34][C:35]([CH3:38])([CH3:37])[CH3:36])=[O:33])[CH2:28][CH2:27]3)[CH2:18]2)=[O:16])[CH2:9][C:10]([O:12][CH3:13])=[O:11])[CH:5]=[N:6][CH:7]=1.[Cl:40][C:41]1[CH:46]=[CH:45][C:44](B(O)O)=[CH:43][C:42]=1[N+:50]([O-:52])=[O:51].[F-].[K+]. The catalyst is C1(C)C=CC=CC=1.C(O)C.O.C1C=CC([P]([Pd]([P](C2C=CC=CC=2)(C2C=CC=CC=2)C2C=CC=CC=2)([P](C2C=CC=CC=2)(C2C=CC=CC=2)C2C=CC=CC=2)[P](C2C=CC=CC=2)(C2C=CC=CC=2)C2C=CC=CC=2)(C2C=CC=CC=2)C2C=CC=CC=2)=CC=1. The product is [Cl:40][C:41]1[CH:46]=[CH:45][C:44]([C:2]2[CH:3]=[C:4]([CH:8]([NH:14][C:15]([C@@H:17]3[CH2:22][CH2:21][CH2:20][N:19]([C:23](=[O:39])[CH2:24][CH2:25][CH:26]4[CH2:27][CH2:28][N:29]([C:32]([O:34][C:35]([CH3:36])([CH3:38])[CH3:37])=[O:33])[CH2:30][CH2:31]4)[CH2:18]3)=[O:16])[CH2:9][C:10]([O:12][CH3:13])=[O:11])[CH:5]=[N:6][CH:7]=2)=[CH:43][C:42]=1[N+:50]([O-:52])=[O:51]. The yield is 0.470. (6) The reactants are C([O:8][C:9]1[CH:14]=[CH:13][C:12]([CH2:15][C:16]([O:18][CH3:19])=[O:17])=[CH:11][C:10]=1[O:20][CH3:21])C1C=CC=CC=1. The catalyst is C(OCC)(=O)C.[Pd]. The product is [OH:8][C:9]1[CH:14]=[CH:13][C:12]([CH2:15][C:16]([O:18][CH3:19])=[O:17])=[CH:11][C:10]=1[O:20][CH3:21]. The yield is 0.640.